From a dataset of Full USPTO retrosynthesis dataset with 1.9M reactions from patents (1976-2016). Predict the reactants needed to synthesize the given product. (1) Given the product [CH2:22]([N:8]([CH2:1][C:2]1[CH:3]=[CH:4][CH:5]=[CH:6][CH:7]=1)[C:9]1[C:18]2[N:19]=[CH:20][N:21]([CH2:35][CH2:34][CH2:33][CH2:32][Cl:31])[C:17]=2[C:16]2[CH:15]=[CH:14][CH:13]=[CH:12][C:11]=2[N:10]=1)[C:23]1[CH:28]=[CH:27][CH:26]=[CH:25][CH:24]=1, predict the reactants needed to synthesize it. The reactants are: [CH2:1]([N:8]([CH2:22][C:23]1[CH:28]=[CH:27][CH:26]=[CH:25][CH:24]=1)[C:9]1[C:18]2[N:19]=[CH:20][NH:21][C:17]=2[C:16]2[CH:15]=[CH:14][CH:13]=[CH:12][C:11]=2[N:10]=1)[C:2]1[CH:7]=[CH:6][CH:5]=[CH:4][CH:3]=1.[H-].[Na+].[Cl:31][CH2:32][CH2:33][CH2:34][CH2:35]I. (2) The reactants are: [CH3:1][O:2][C:3](=[O:39])[NH:4][C@@H:5]1[CH2:10][CH2:9][N:8]([C:11]2[CH:16]=[C:15]([C:17]#[N:18])[CH:14]=[C:13]([NH:19]C(OC(C)(C)C)=O)[C:12]=2[Cl:27])[CH2:7][C@H:6]1[O:28][Si:29]([CH:36]([CH3:38])[CH3:37])([CH:33]([CH3:35])[CH3:34])[CH:30]([CH3:32])[CH3:31].C(O)(C(F)(F)F)=O. Given the product [CH3:1][O:2][C:3](=[O:39])[NH:4][C@@H:5]1[CH2:10][CH2:9][N:8]([C:11]2[CH:16]=[C:15]([C:17]#[N:18])[CH:14]=[C:13]([NH2:19])[C:12]=2[Cl:27])[CH2:7][C@H:6]1[O:28][Si:29]([CH:33]([CH3:35])[CH3:34])([CH:36]([CH3:38])[CH3:37])[CH:30]([CH3:32])[CH3:31], predict the reactants needed to synthesize it. (3) The reactants are: [CH3:1][NH:2][CH3:3].Br[CH:5]1[CH:11]([OH:12])[CH2:10][CH:9]2[CH:6]1[CH2:7][CH2:8]2.C1C[O:16]CC1. Given the product [CH3:1][N:2]([CH3:3])[CH:9]1[CH:10]2[CH:11]([OH:12])[CH2:5][CH:6]1[C:7](=[O:16])[CH2:8]2, predict the reactants needed to synthesize it.